This data is from Full USPTO retrosynthesis dataset with 1.9M reactions from patents (1976-2016). The task is: Predict the reactants needed to synthesize the given product. (1) Given the product [Cl:8][C:9]1[C:18]([N+:19]([O-:21])=[O:20])=[C:17]([NH:23][CH2:24][C:25]([CH3:29])([OH:28])[CH:26]=[CH2:27])[C:16]2[C:11](=[CH:12][CH:13]=[CH:14][CH:15]=2)[N:10]=1, predict the reactants needed to synthesize it. The reactants are: C(N(CC)CC)C.[Cl:8][C:9]1[C:18]([N+:19]([O-:21])=[O:20])=[C:17](Cl)[C:16]2[C:11](=[CH:12][CH:13]=[CH:14][CH:15]=2)[N:10]=1.[NH2:23][CH2:24][C:25]([CH3:29])([OH:28])[CH:26]=[CH2:27]. (2) Given the product [Br:1][C:2]1[CH:3]=[C:4]([C:9]23[CH2:16][CH:15]([O:17][CH:28]([CH3:30])[CH3:29])[CH2:14][CH:13]2[CH2:12][O:11][N:10]3[CH2:18][C:19]2[CH:20]=[CH:21][C:22]([O:25][CH3:26])=[CH:23][CH:24]=2)[CH:5]=[CH:6][C:7]=1[F:8], predict the reactants needed to synthesize it. The reactants are: [Br:1][C:2]1[CH:3]=[C:4]([C:9]23[CH2:16][CH:15]([OH:17])[CH2:14][CH:13]2[CH2:12][O:11][N:10]3[CH2:18][C:19]2[CH:24]=[CH:23][C:22]([O:25][CH3:26])=[CH:21][CH:20]=2)[CH:5]=[CH:6][C:7]=1[F:8].I[CH:28]([CH3:30])[CH3:29]. (3) Given the product [F:1][C:2]1[CH:3]=[C:4]([CH:8]=[C:9]([C:11]([F:14])([F:13])[F:12])[CH:10]=1)[C:5]([N:16]([CH3:15])[C:17]1[CH:18]=[N:19][CH:20]=[CH:21][C:22]=1[C:23]1[CH:28]=[CH:27][CH:26]=[CH:25][C:24]=1[CH3:29])=[O:6], predict the reactants needed to synthesize it. The reactants are: [F:1][C:2]1[CH:3]=[C:4]([CH:8]=[C:9]([C:11]([F:14])([F:13])[F:12])[CH:10]=1)[C:5](Cl)=[O:6].[CH3:15][NH:16][C:17]1[CH:18]=[N:19][CH:20]=[CH:21][C:22]=1[C:23]1[CH:28]=[CH:27][CH:26]=[CH:25][C:24]=1[CH3:29].CCN(C(C)C)C(C)C. (4) Given the product [C:3]([O:7][C:8]([N:10]1[CH2:15][CH2:14][CH:13]([O:16][C:18]2[CH:23]=[CH:22][CH:21]=[CH:20][N:19]=2)[CH2:12][CH2:11]1)=[O:9])([CH3:6])([CH3:4])[CH3:5], predict the reactants needed to synthesize it. The reactants are: [H-].[Na+].[C:3]([O:7][C:8]([N:10]1[CH2:15][CH2:14][CH:13]([OH:16])[CH2:12][CH2:11]1)=[O:9])([CH3:6])([CH3:5])[CH3:4].Br[C:18]1[CH:23]=[CH:22][CH:21]=[CH:20][N:19]=1.O. (5) Given the product [C:24]([O:23][C:21](=[O:22])[N:28]([CH:33]1[CH2:18][CH2:17][N:16]([C:8]2[CH:7]=[C:6]([CH:11]([F:13])[F:12])[C:3]([C:4]#[N:5])=[C:2]([Cl:1])[N:9]=2)[CH2:19][CH2:20]1)[CH3:29])([CH3:27])([CH3:26])[CH3:25], predict the reactants needed to synthesize it. The reactants are: [Cl:1][C:2]1[N:9]=[C:8](Cl)[CH:7]=[C:6]([CH:11]([F:13])[F:12])[C:3]=1[C:4]#[N:5].C([N:16]([CH2:19][CH3:20])[CH2:17][CH3:18])C.[C:21]([N:28]1[CH2:33]CC(N)C[CH2:29]1)([O:23][C:24]([CH3:27])([CH3:26])[CH3:25])=[O:22]. (6) Given the product [C:23]([C:7]1[C:8]2[C:13](=[CH:12][CH:11]=[C:10]([O:16][C:17]3[CH:18]=[CH:19][CH:20]=[CH:21][CH:22]=3)[CH:9]=2)[C:14]([OH:15])=[C:5]([C:3]([NH:26][C@H:27]([CH2:32][C:33]2[CH:38]=[CH:37][CH:36]=[CH:35][CH:34]=2)[CH2:28][C:29]([OH:31])=[O:30])=[O:4])[N:6]=1)#[N:24], predict the reactants needed to synthesize it. The reactants are: CO[C:3]([C:5]1[N:6]=[C:7]([C:23]#[N:24])[C:8]2[C:13]([C:14]=1[OH:15])=[CH:12][CH:11]=[C:10]([O:16][C:17]1[CH:22]=[CH:21][CH:20]=[CH:19][CH:18]=1)[CH:9]=2)=[O:4].Cl.[NH2:26][C@H:27]([CH2:32][C:33]1[CH:38]=[CH:37][CH:36]=[CH:35][CH:34]=1)[CH2:28][C:29]([OH:31])=[O:30].C[O-].[Na+].[OH-].[Na+].Cl. (7) The reactants are: [CH2:1]=C1CCC2(OCCO2)CC1.[CH2:12]1[C:21]2[C:16](=[CH:17][CH:18]=[CH:19][CH:20]=2)[C:15](=O)[CH2:14][O:13]1.O1C2(CCC(=O)CC2)OCC1. Given the product [CH2:1]=[C:15]1[C:16]2[C:21](=[CH:20][CH:19]=[CH:18][CH:17]=2)[CH2:12][O:13][CH2:14]1, predict the reactants needed to synthesize it. (8) Given the product [CH3:1][C:2]1[CH:10]=[CH:9][CH:8]=[C:7]2[C:3]=1[C:4](=[N:12][N:13]=[CH:14][C:15]1[NH:19][C:18]([CH3:20])=[C:17]([C:21]([NH:23][CH2:24][CH2:25][CH2:26][CH2:27][CH2:28][C:29]([NH:51][C:50]3[CH:49]=[CH:48][CH:47]=[CH:46][C:54]=3[NH2:53])=[O:31])=[O:22])[C:16]=1[CH3:32])[C:5](=[O:11])[NH:6]2, predict the reactants needed to synthesize it. The reactants are: [CH3:1][C:2]1[CH:10]=[CH:9][CH:8]=[C:7]2[C:3]=1[C:4](=[N:12][N:13]=[CH:14][C:15]1[NH:19][C:18]([CH3:20])=[C:17]([C:21]([NH:23][CH2:24][CH2:25][CH2:26][CH2:27][CH2:28][C:29]([OH:31])=O)=[O:22])[C:16]=1[CH3:32])[C:5](=[O:11])[NH:6]2.Cl.C(N=C=NCCCN(C)C)C.O[C:46]1[C:54]2[N:53]=N[NH:51][C:50]=2[CH:49]=[CH:48][CH:47]=1.C(N(CC)CC)C.C1(N)C=CC=CC=1N. (9) Given the product [CH2:10]([NH:12][CH2:2]/[CH:3]=[CH:4]\[CH2:5][O:6][C:7](=[O:9])[CH3:8])[CH3:11], predict the reactants needed to synthesize it. The reactants are: Cl[CH2:2]/[CH:3]=[CH:4]\[CH2:5][O:6][C:7](=[O:9])[CH3:8].[CH2:10]([NH2:12])[CH3:11].